Dataset: Full USPTO retrosynthesis dataset with 1.9M reactions from patents (1976-2016). Task: Predict the reactants needed to synthesize the given product. (1) Given the product [CH:1]1([S:6][CH:7]([C:11]2[CH:16]=[CH:15][CH:14]=[C:13]([C:17]#[N:18])[CH:12]=2)[C:8]([NH:19][C:20]2[CH:25]=[CH:24][CH:23]=[CH:22][N:21]=2)=[O:10])[CH2:2][CH2:3][CH2:4][CH2:5]1, predict the reactants needed to synthesize it. The reactants are: [CH:1]1([S:6][CH:7]([C:11]2[CH:16]=[CH:15][CH:14]=[C:13]([C:17]#[N:18])[CH:12]=2)[C:8]([OH:10])=O)[CH2:5][CH2:4][CH2:3][CH2:2]1.[NH2:19][C:20]1[CH:25]=[CH:24][CH:23]=[CH:22][N:21]=1. (2) Given the product [CH2:1]([NH:3][C:4]([C@@H:5]1[C@@H:6]([CH3:7])[O:26][C:10]([C:11]2[CH:16]=[CH:15][C:14]([C:17]#[C:18][C:19]3[CH:24]=[CH:23][CH:22]=[CH:21][CH:20]=3)=[CH:13][C:12]=2[OH:25])=[N:9]1)=[O:27])[CH3:2], predict the reactants needed to synthesize it. The reactants are: [CH2:1]([NH:3][C:4](=[O:27])[C@@H:5]([NH:9][C:10](=[O:26])[C:11]1[CH:16]=[CH:15][C:14]([C:17]#[C:18][C:19]2[CH:24]=[CH:23][CH:22]=[CH:21][CH:20]=2)=[CH:13][C:12]=1[OH:25])[C@H:6](O)[CH3:7])[CH3:2].S(Cl)(Cl)=O.CO. (3) Given the product [CH3:1][C:2]([N:10]1[CH:14]=[C:13]([NH:15][C:16](=[O:22])[CH:17]([NH:21][CH:29]2[CH2:30][CH2:31][C:32]3[C:27](=[CH:26][CH:25]=[CH:24][CH:23]=3)[CH2:28]2)[CH2:18][CH2:19][CH3:20])[N:12]=[CH:11]1)([CH3:9])[CH2:3][N:4]1[CH2:8][CH2:7][CH2:6][CH2:5]1, predict the reactants needed to synthesize it. The reactants are: [CH3:1][C:2]([N:10]1[CH:14]=[C:13]([NH:15][C:16](=[O:22])[CH:17]([NH2:21])[CH2:18][CH2:19][CH3:20])[N:12]=[CH:11]1)([CH3:9])[CH2:3][N:4]1[CH2:8][CH2:7][CH2:6][CH2:5]1.[CH2:23]1[C:32]2[C:27](=[CH:28][CH:29]=[CH:30][CH:31]=2)[CH2:26][CH2:25][C:24]1=O. (4) Given the product [NH2:16][C@H:11]1[CH2:12][CH2:13][CH2:14][CH2:15][C@H:10]1[NH:9][C:6]1[CH:7]=[CH:8][C:3]([C:1]([NH2:2])=[O:36])=[C:4]([NH:24][C:25]2[CH:33]=[CH:32][CH:31]=[C:30]3[C:26]=2[CH:27]=[CH:28][N:29]3[CH3:34])[CH:5]=1, predict the reactants needed to synthesize it. The reactants are: [C:1]([C:3]1[CH:8]=[CH:7][C:6]([NH:9][C@@H:10]2[CH2:15][CH2:14][CH2:13][CH2:12][C@@H:11]2[NH:16]C(=O)OC(C)(C)C)=[CH:5][C:4]=1[NH:24][C:25]1[CH:33]=[CH:32][CH:31]=[C:30]2[C:26]=1[CH:27]=[CH:28][N:29]2[CH3:34])#[N:2].C([O-])([O-])=[O:36].[K+].[K+].OO.O. (5) Given the product [O:9]([C:11]1[C:20]2[N:21]=[CH:22][N:23]([CH2:24][CH2:25][O:26][CH2:27][C:28]#[CH:29])[C:19]=2[C:18]2[CH:17]=[CH:16][CH:15]=[CH:14][C:13]=2[N:12]=1)[C:3]1[CH:8]=[CH:7][CH:6]=[CH:5][CH:4]=1, predict the reactants needed to synthesize it. The reactants are: [H-].[Na+].[C:3]1([OH:9])[CH:8]=[CH:7][CH:6]=[CH:5][CH:4]=1.Cl[C:11]1[C:20]2[N:21]=[CH:22][N:23]([CH2:24][CH2:25][O:26][CH2:27][C:28]#[CH:29])[C:19]=2[C:18]2[CH:17]=[CH:16][CH:15]=[CH:14][C:13]=2[N:12]=1.[O-]C1C=CC=CC=1.[Na+]. (6) Given the product [CH3:1][C:2]1[N:3]=[CH:4][C:5]([CH2:6][OH:7])=[CH:10][CH:11]=1, predict the reactants needed to synthesize it. The reactants are: [CH3:1][C:2]1[CH:11]=[CH:10][C:5]([C:6](OC)=[O:7])=[CH:4][N:3]=1.[H-].COCCO[Al+]OCCOC.[Na+].[H-].